This data is from NCI-60 drug combinations with 297,098 pairs across 59 cell lines. The task is: Regression. Given two drug SMILES strings and cell line genomic features, predict the synergy score measuring deviation from expected non-interaction effect. (1) Synergy scores: CSS=25.0, Synergy_ZIP=-5.54, Synergy_Bliss=-8.06, Synergy_Loewe=-10.9, Synergy_HSA=-5.04. Cell line: SK-MEL-2. Drug 1: C1=CC(=C2C(=C1NCCNCCO)C(=O)C3=C(C=CC(=C3C2=O)O)O)NCCNCCO. Drug 2: CC12CCC3C(C1CCC2OP(=O)(O)O)CCC4=C3C=CC(=C4)OC(=O)N(CCCl)CCCl.[Na+]. (2) Drug 1: CCCCCOC(=O)NC1=NC(=O)N(C=C1F)C2C(C(C(O2)C)O)O. Drug 2: CC(C)(C#N)C1=CC(=CC(=C1)CN2C=NC=N2)C(C)(C)C#N. Cell line: DU-145. Synergy scores: CSS=-2.31, Synergy_ZIP=3.31, Synergy_Bliss=6.03, Synergy_Loewe=2.83, Synergy_HSA=0.747.